From a dataset of Full USPTO retrosynthesis dataset with 1.9M reactions from patents (1976-2016). Predict the reactants needed to synthesize the given product. (1) Given the product [CH2:7]([C@@H:8]1[CH2:32][CH2:31][C:30]2[CH:29]=[C:28]([C@H:33]3[CH2:42][CH2:41][C@@:35]4([NH:39][C:38](=[O:40])[O:37][CH2:36]4)[CH2:34]3)[CH:27]=[CH:26][C:25]=2[CH2:24]1)[CH2:6][CH:1]=[CH2:2], predict the reactants needed to synthesize it. The reactants are: [CH2:1](OCC)[CH3:2].[CH2:6]([Mg]Br)[CH:7]=[CH2:8].CC1C=CC(S(OC[C@@H]2[CH2:32][CH2:31][C:30]3[C:25](=[CH:26][CH:27]=[C:28]([C@H:33]4[CH2:42][CH2:41][C@@:35]5([NH:39][C:38](=[O:40])[O:37][CH2:36]5)[CH2:34]4)[CH:29]=3)[CH2:24]2)(=O)=O)=CC=1.[NH4+].[Cl-]. (2) Given the product [F:31][C:2]([F:30])([F:1])[CH2:3][NH:4][C:5]([C:7]1([CH2:20][CH2:21][CH2:22][CH2:23][N:24]2[CH2:25][CH2:26][N:27]([C:32](=[O:35])[CH2:33][CH3:34])[CH2:28][CH2:29]2)[C:8]2[CH:9]=[CH:10][CH:11]=[CH:12][C:13]=2[C:14]2[C:19]1=[CH:18][CH:17]=[CH:16][CH:15]=2)=[O:6], predict the reactants needed to synthesize it. The reactants are: [F:1][C:2]([F:31])([F:30])[CH2:3][NH:4][C:5]([C:7]1([CH2:20][CH2:21][CH2:22][CH2:23][N:24]2[CH2:29][CH2:28][NH:27][CH2:26][CH2:25]2)[C:19]2[CH:18]=[CH:17][CH:16]=[CH:15][C:14]=2[C:13]2[C:8]1=[CH:9][CH:10]=[CH:11][CH:12]=2)=[O:6].[C:32](Cl)(=[O:35])[CH2:33][CH3:34]. (3) Given the product [ClH:9].[N:1]1([C:7]([NH2:8])=[NH:6])[CH:5]=[CH:4][CH:3]=[N:2]1, predict the reactants needed to synthesize it. The reactants are: [NH:1]1[CH:5]=[CH:4][CH:3]=[N:2]1.[N:6]#[C:7][NH2:8].[ClH:9]. (4) Given the product [Cl:1][C:2]1[CH:7]=[C:6]2[C:5](=[C:4]([F:17])[CH:3]=1)[NH:8][C:7]1[C:23](=[O:26])[CH2:5][CH2:4][CH2:3][C:2]2=1, predict the reactants needed to synthesize it. The reactants are: [Cl:1][C:2]1[CH:7]=[CH:6][C:5]([NH:8]N=C2CCCCC2=O)=[C:4]([F:17])[CH:3]=1.OS(O)(=O)=O.[C:23]([O-:26])(O)=O.[Na+]. (5) Given the product [NH2:1][C:2]1[C:7]([C:8]2[S:9][C:10]3[CH:16]=[CH:15][C:14]([NH:17][C:18]([NH:20][C:21]4[CH:26]=[CH:25][C:24]([Cl:27])=[C:23]([C:28]([F:29])([F:31])[F:30])[CH:22]=4)=[O:19])=[CH:13][C:11]=3[CH:12]=2)=[CH:6][C:5]([C:42]2[N:47]=[CH:46][CH:45]=[CH:44][N:43]=2)=[CH:4][N:3]=1, predict the reactants needed to synthesize it. The reactants are: [NH2:1][C:2]1[C:7]([C:8]2[S:9][C:10]3[CH:16]=[CH:15][C:14]([NH:17][C:18]([NH:20][C:21]4[CH:26]=[CH:25][C:24]([Cl:27])=[C:23]([C:28]([F:31])([F:30])[F:29])[CH:22]=4)=[O:19])=[CH:13][C:11]=3[CH:12]=2)=[CH:6][C:5](B2OC(C)(C)C(C)(C)O2)=[CH:4][N:3]=1.Cl[C:42]1[N:47]=[CH:46][CH:45]=[CH:44][N:43]=1.C(=O)([O-])[O-].[Na+].[Na+]. (6) Given the product [F:21][C:14]1[N:13]=[C:12]([N:2]2[CH2:3][CH2:4][C:5]3[C:10](=[CH:9][CH:8]=[CH:7][CH:6]=3)[CH2:1]2)[C:17]([N+:18]([O-:20])=[O:19])=[CH:16][CH:15]=1, predict the reactants needed to synthesize it. The reactants are: [CH2:1]1[C:10]2[C:5](=[CH:6][CH:7]=[CH:8][CH:9]=2)[CH2:4][CH2:3][NH:2]1.F[C:12]1[C:17]([N+:18]([O-:20])=[O:19])=[CH:16][CH:15]=[C:14]([F:21])[N:13]=1.